From a dataset of Forward reaction prediction with 1.9M reactions from USPTO patents (1976-2016). Predict the product of the given reaction. (1) The product is: [O:1]1[CH2:28][CH:2]1[CH2:3][N:4]([C:22]1[CH:23]=[CH:24][CH:25]=[CH:26][CH:27]=1)[N:5]=[CH:6][C:7]1[CH:19]=[CH:18][C:10]([N:11]([CH2:12][CH3:13])[CH2:20][CH3:21])=[CH:9][CH:8]=1. Given the reactants [O:1]1[CH2:28][CH:2]1[CH2:3][N:4]([C:22]1[CH:27]=[CH:26][CH:25]=[CH:24][CH:23]=1)[N:5]=[CH:6][C:7]1[CH:8]=[CH:9][C:10]2[N:11]([CH2:20][CH3:21])[C:12]3C([C:18]=2[CH:19]=1)=CC=C[CH:13]=3.C1(NN=CC2C=CC3N(CC)C4C(C=3C=2)=CC=CC=4)C=CC=CC=1.C1(NN=CC2C=CC(N(CC)CC)=CC=2)C=CC=CC=1.C=O, predict the reaction product. (2) Given the reactants Cl.[NH2:2][C@H:3]([CH2:33][C:34]1[CH:39]=[CH:38][CH:37]=[CH:36][C:35]=1[C:40]([F:43])([F:42])[F:41])[C:4]([N:6]1[CH2:11][CH2:10][CH:9]([N:12]2[N:21]=[C:20]([C:22]3[CH:27]=[CH:26][C:25]([O:28][CH3:29])=[C:24]([O:30][CH3:31])[CH:23]=3)[C@@H:19]3[C@@H:14]([CH2:15][CH2:16][CH2:17][CH2:18]3)[C:13]2=[O:32])[CH2:8][CH2:7]1)=[O:5].[CH:44]1([CH2:47][O:48][C:49]2[CH:57]=[CH:56][C:52]3[O:53][CH2:54][O:55][C:51]=3[C:50]=2[C:58]2[C:59]3[NH:66][C:65]([CH3:67])=[C:64]([C:68](O)=[O:69])[C:60]=3[N:61]=[CH:62][N:63]=2)[CH2:46][CH2:45]1.CN(C(ON1N=NC2C=CC=NC1=2)=[N+](C)C)C.F[P-](F)(F)(F)(F)F.CCN(C(C)C)C(C)C.C(=O)(O)[O-].[Na+], predict the reaction product. The product is: [CH:44]1([CH2:47][O:48][C:49]2[CH:57]=[CH:56][C:52]3[O:53][CH2:54][O:55][C:51]=3[C:50]=2[C:58]2[C:59]3[NH:66][C:65]([CH3:67])=[C:64]([C:68]([NH:2][C@H:3]([CH2:33][C:34]4[CH:39]=[CH:38][CH:37]=[CH:36][C:35]=4[C:40]([F:42])([F:41])[F:43])[C:4]([N:6]4[CH2:7][CH2:8][CH:9]([N:12]5[N:21]=[C:20]([C:22]6[CH:27]=[CH:26][C:25]([O:28][CH3:29])=[C:24]([O:30][CH3:31])[CH:23]=6)[C@@H:19]6[C@@H:14]([CH2:15][CH2:16][CH2:17][CH2:18]6)[C:13]5=[O:32])[CH2:10][CH2:11]4)=[O:5])=[O:69])[C:60]=3[N:61]=[CH:62][N:63]=2)[CH2:45][CH2:46]1.